From a dataset of Forward reaction prediction with 1.9M reactions from USPTO patents (1976-2016). Predict the product of the given reaction. Given the reactants F[C:2]1[CH:9]=[CH:8][C:7]([C:10]([F:13])([F:12])[F:11])=[CH:6][C:3]=1[C:4]#[N:5].[NH2:14][NH2:15].O, predict the reaction product. The product is: [F:11][C:10]([F:12])([F:13])[C:7]1[CH:6]=[C:3]2[C:2](=[CH:9][CH:8]=1)[NH:15][N:14]=[C:4]2[NH2:5].